Dataset: Forward reaction prediction with 1.9M reactions from USPTO patents (1976-2016). Task: Predict the product of the given reaction. (1) Given the reactants Cl.O.[Br:3][C:4]1[CH:22]=[C:21]([N+:23]([O-])=O)[CH:20]=[CH:19][C:5]=1[N:6]([CH2:13][CH2:14][CH2:15][CH2:16][CH2:17][CH3:18])[CH2:7][CH2:8][CH2:9][CH2:10][CH2:11][CH3:12].CCN(CC)CC, predict the reaction product. The product is: [Br:3][C:4]1[CH:22]=[C:21]([NH2:23])[CH:20]=[CH:19][C:5]=1[N:6]([CH2:13][CH2:14][CH2:15][CH2:16][CH2:17][CH3:18])[CH2:7][CH2:8][CH2:9][CH2:10][CH2:11][CH3:12]. (2) Given the reactants C([O:8][CH2:9][CH:10]1[O:15][CH2:14][CH:13]([CH2:16][CH2:17][C:18]2[CH:23]=[CH:22][CH:21]=[CH:20][CH:19]=2)[N:12]([C:24]([O:26][C:27]([CH3:30])([CH3:29])[CH3:28])=[O:25])[CH2:11]1)C1C=CC=CC=1.[H][H], predict the reaction product. The product is: [OH:8][CH2:9][CH:10]1[O:15][CH2:14][CH:13]([CH2:16][CH2:17][C:18]2[CH:19]=[CH:20][CH:21]=[CH:22][CH:23]=2)[N:12]([C:24]([O:26][C:27]([CH3:30])([CH3:29])[CH3:28])=[O:25])[CH2:11]1. (3) The product is: [NH2:15][C:8]1[CH:9]=[C:10]([CH:13]=[CH:14][C:7]=1[NH:6][CH2:1][CH2:2][CH:3]([CH3:5])[CH3:4])[C:11]#[N:12]. Given the reactants [CH2:1]([NH:6][C:7]1[CH:14]=[CH:13][C:10]([C:11]#[N:12])=[CH:9][C:8]=1[N+:15]([O-])=O)[CH2:2][CH:3]([CH3:5])[CH3:4], predict the reaction product. (4) Given the reactants Cl.[CH3:2][O:3][NH:4][CH3:5].C(N(CC)CC)C.[Br:13][C:14]1[CH:15]=[N:16][C:17]([Cl:23])=[C:18]([CH:22]=1)[C:19](Cl)=[O:20].O, predict the reaction product. The product is: [Br:13][C:14]1[CH:15]=[N:16][C:17]([Cl:23])=[C:18]([CH:22]=1)[C:19]([N:4]([O:3][CH3:2])[CH3:5])=[O:20]. (5) The product is: [C:1]([CH:3]([CH2:9][C:10]1[CH:11]=[CH:12][C:13]([O:16][CH2:18][CH2:19][C:20]2[CH:25]=[CH:24][C:23]([NH:26][C:27](=[O:31])[CH:28]([CH3:30])[CH3:29])=[CH:22][CH:21]=2)=[CH:14][CH:15]=1)[C:4]([O:6][CH2:7][CH3:8])=[O:5])#[N:2]. Given the reactants [C:1]([CH:3]([CH2:9][C:10]1[CH:15]=[CH:14][C:13]([OH:16])=[CH:12][CH:11]=1)[C:4]([O:6][CH2:7][CH3:8])=[O:5])#[N:2].O[CH2:18][CH2:19][C:20]1[CH:25]=[CH:24][C:23]([NH:26][C:27](=[O:31])[CH:28]([CH3:30])[CH3:29])=[CH:22][CH:21]=1.N(C(N1CCCCC1)=O)=NC(N1CCCCC1)=O.C1(P(C2C=CC=CC=2)C2C=CC=CC=2)C=CC=CC=1, predict the reaction product. (6) Given the reactants [CH:1]1[N:9]=[C:8](Br)[C:7]2[C:3](=[N:4][S:5][N:6]=2)[C:2]=1[Br:11].[CH2:12]([C:28]1([CH2:65][CH2:66][CH2:67][CH2:68][CH2:69][CH2:70][CH2:71][CH2:72][CH2:73][CH2:74][CH2:75][CH2:76][CH2:77][CH2:78][CH2:79][CH3:80])[C:51]2[CH:50]=[C:49]([Sn](CCCC)(CCCC)CCCC)[S:48][C:47]=2[C:30]2[S:31][C:32]([Sn:34]([CH2:43][CH2:44][CH2:45][CH3:46])([CH2:39][CH2:40][CH2:41][CH3:42])[CH2:35][CH2:36][CH2:37][CH3:38])=[CH:33][C:29]1=2)[CH2:13][CH2:14][CH2:15][CH2:16][CH2:17][CH2:18][CH2:19][CH2:20][CH2:21][CH2:22][CH2:23][CH2:24][CH2:25][CH2:26][CH3:27], predict the reaction product. The product is: [Br:11][C:2]1[C:3]2[C:7](=[N:6][S:5][N:4]=2)[C:8]([C:49]2[S:48][C:47]3[C:30]4[S:31][C:32]([Sn:34]([CH2:43][CH2:44][CH2:45][CH3:46])([CH2:35][CH2:36][CH2:37][CH3:38])[CH2:39][CH2:40][CH2:41][CH3:42])=[CH:33][C:29]=4[C:28]([CH2:65][CH2:66][CH2:67][CH2:68][CH2:69][CH2:70][CH2:71][CH2:72][CH2:73][CH2:74][CH2:75][CH2:76][CH2:77][CH2:78][CH2:79][CH3:80])([CH2:12][CH2:13][CH2:14][CH2:15][CH2:16][CH2:17][CH2:18][CH2:19][CH2:20][CH2:21][CH2:22][CH2:23][CH2:24][CH2:25][CH2:26][CH3:27])[C:51]=3[CH:50]=2)=[N:9][CH:1]=1. (7) Given the reactants [C:1](Cl)(=[O:5])[C:2](Cl)=[O:3].[C:7]1([SH:13])[CH:12]=[CH:11][CH:10]=[CH:9][CH:8]=1.[Cl-].[Al+3].[Cl-].[Cl-], predict the reaction product. The product is: [S:13]1[C:2](=[O:3])[C:1](=[O:5])[C:8]2[CH:9]=[CH:10][CH:11]=[CH:12][C:7]1=2.